From a dataset of HIV replication inhibition screening data with 41,000+ compounds from the AIDS Antiviral Screen. Binary Classification. Given a drug SMILES string, predict its activity (active/inactive) in a high-throughput screening assay against a specified biological target. (1) The compound is CCCCCCNCCCNc1c2cc(OC)ccc2nc2cccc([N+](=O)[O-])c12. The result is 0 (inactive). (2) The drug is CC1CCOC(=O)C=CC=CC(=O)OC2CC3OC4C5OC5(C)CCC4(COC(=O)C1O)C2(C)C31CO1. The result is 0 (inactive). (3) The molecule is CC[n+]1c(C=Cc2ccc(N(CCCl)CCCl)cc2)ccc2cc(I)ccc21.[I-]. The result is 0 (inactive). (4) The molecule is O=C(Nc1ccc(Sc2ccc(N=Nc3c(O)c(S(=O)(=O)O)cc4cc(S(=O)(=O)O)ccc34)cc2)cc1)c1ccc(N=Nc2ccc3c(S(=O)(=O)O)cccc3c2O)cc1. The result is 0 (inactive). (5) The molecule is CC(=O)NS(=O)(=O)c1ccc(NC(=O)c2ccccc2SC(=O)CCCCBr)cc1. The result is 1 (active).